Dataset: NCI-60 drug combinations with 297,098 pairs across 59 cell lines. Task: Regression. Given two drug SMILES strings and cell line genomic features, predict the synergy score measuring deviation from expected non-interaction effect. (1) Drug 1: CC1=C2C(C(=O)C3(C(CC4C(C3C(C(C2(C)C)(CC1OC(=O)C(C(C5=CC=CC=C5)NC(=O)OC(C)(C)C)O)O)OC(=O)C6=CC=CC=C6)(CO4)OC(=O)C)OC)C)OC. Drug 2: C1CCC(C1)C(CC#N)N2C=C(C=N2)C3=C4C=CNC4=NC=N3. Cell line: SNB-19. Synergy scores: CSS=42.1, Synergy_ZIP=6.53, Synergy_Bliss=4.50, Synergy_Loewe=-27.3, Synergy_HSA=2.81. (2) Drug 1: C1=NC2=C(N1)C(=S)N=C(N2)N. Drug 2: C1CC(=O)NC(=O)C1N2C(=O)C3=CC=CC=C3C2=O. Cell line: RXF 393. Synergy scores: CSS=7.87, Synergy_ZIP=-4.50, Synergy_Bliss=-0.0383, Synergy_Loewe=-9.65, Synergy_HSA=-1.20. (3) Drug 1: CC(CN1CC(=O)NC(=O)C1)N2CC(=O)NC(=O)C2. Drug 2: C1=CC(=CC=C1CC(C(=O)O)N)N(CCCl)CCCl.Cl. Cell line: HCT-15. Synergy scores: CSS=52.9, Synergy_ZIP=-1.02, Synergy_Bliss=6.21, Synergy_Loewe=5.19, Synergy_HSA=5.79. (4) Drug 1: C1C(C(OC1N2C=NC3=C(N=C(N=C32)Cl)N)CO)O. Drug 2: CC1=C2C(C(=O)C3(C(CC4C(C3C(C(C2(C)C)(CC1OC(=O)C(C(C5=CC=CC=C5)NC(=O)OC(C)(C)C)O)O)OC(=O)C6=CC=CC=C6)(CO4)OC(=O)C)O)C)O. Cell line: CAKI-1. Synergy scores: CSS=43.4, Synergy_ZIP=1.98, Synergy_Bliss=2.75, Synergy_Loewe=1.28, Synergy_HSA=1.75. (5) Drug 1: CC1=C(C(=O)C2=C(C1=O)N3CC4C(C3(C2COC(=O)N)OC)N4)N. Drug 2: C1CCC(C(C1)N)N.C(=O)(C(=O)[O-])[O-].[Pt+4]. Cell line: HT29. Synergy scores: CSS=8.84, Synergy_ZIP=-12.8, Synergy_Bliss=-20.7, Synergy_Loewe=-26.4, Synergy_HSA=-19.9. (6) Drug 1: C1=CN(C(=O)N=C1N)C2C(C(C(O2)CO)O)O.Cl. Drug 2: C1C(C(OC1N2C=NC3=C2NC=NCC3O)CO)O. Synergy scores: CSS=42.8, Synergy_ZIP=0.836, Synergy_Bliss=1.73, Synergy_Loewe=-16.5, Synergy_HSA=2.08. Cell line: HOP-62.